This data is from Reaction yield outcomes from USPTO patents with 853,638 reactions. The task is: Predict the reaction yield, written as a fraction of the theoretical maximum amount of product (1.0 means a 100% yield; for example, 0.34 means a 34% yield). (1) The reactants are [NH2:1][C:2]1[C:3]([C:7](=[N:9][OH:10])N)=[N:4][O:5][N:6]=1.[ClH:11].[Cl-].[Na+].N([O-])=O.[Na+]. The catalyst is O.C(O)(=O)C. The product is [NH2:1][C:2]1[C:3]([C:7]([Cl:11])=[N:9][OH:10])=[N:4][O:5][N:6]=1. The yield is 0.534. (2) The reactants are [NH2:1][C@H:2]([CH3:18])[CH2:3][N:4]1[CH:8]=[CH:7][C:6]([C:9]2[CH:16]=[CH:15][C:12]([C:13]#[N:14])=[C:11]([Cl:17])[CH:10]=2)=[N:5]1.[C:19]([O:23][C:24]([NH:26][CH2:27][C:28]1[NH:29][C:30]([C:33](O)=[O:34])=[CH:31][N:32]=1)=[O:25])([CH3:22])([CH3:21])[CH3:20]. No catalyst specified. The product is [Cl:17][C:11]1[CH:10]=[C:9]([C:6]2[CH:7]=[CH:8][N:4]([CH2:3][C@H:2]([NH:1][C:33]([C:30]3[NH:29][C:28]([CH2:27][NH:26][C:24](=[O:25])[O:23][C:19]([CH3:21])([CH3:20])[CH3:22])=[N:32][CH:31]=3)=[O:34])[CH3:18])[N:5]=2)[CH:16]=[CH:15][C:12]=1[C:13]#[N:14]. The yield is 1.00.